From a dataset of Reaction yield outcomes from USPTO patents with 853,638 reactions. Predict the reaction yield, written as a fraction of the theoretical maximum amount of product (1.0 means a 100% yield; for example, 0.34 means a 34% yield). The reactants are [CH3:1][O:2][C:3](=[O:22])[C:4]1[CH:9]=[C:8]([N+:10]([O-])=O)[C:7]([NH2:13])=[C:6]([F:14])[C:5]=1[NH:15][C:16]1[CH:21]=[CH:20][CH:19]=[CH:18][CH:17]=1.[CH:23](O)=O. The catalyst is C(O)C.[OH-].[OH-].[Pd+2]. The product is [CH3:1][O:2][C:3]([C:4]1[C:5]([NH:15][C:16]2[CH:21]=[CH:20][CH:19]=[CH:18][CH:17]=2)=[C:6]([F:14])[C:7]2[N:13]=[CH:23][NH:10][C:8]=2[CH:9]=1)=[O:22]. The yield is 0.860.